This data is from Catalyst prediction with 721,799 reactions and 888 catalyst types from USPTO. The task is: Predict which catalyst facilitates the given reaction. (1) Reactant: [NH2:1][CH2:2][CH2:3][CH2:4][Si:5]([O:12][CH2:13][CH3:14])([O:9][CH2:10][CH3:11])[O:6][CH2:7][CH3:8].[C:15]([O:19][C:20]([CH3:23])([CH3:22])[CH3:21])(=[O:18])[CH:16]=[CH2:17]. Product: [C:20]([O:19][C:15]([CH2:16][CH2:17][NH:1][CH2:2][CH2:3][CH2:4][Si:5]([O:12][CH2:13][CH3:14])([O:6][CH2:7][CH3:8])[O:9][CH2:10][CH3:11])=[O:18])([CH3:23])([CH3:22])[CH3:21]. The catalyst class is: 8. (2) Reactant: [CH2:1]([O:8][C:9]1[CH:17]=[CH:16][C:12]([C:13]([OH:15])=O)=[CH:11][CH:10]=1)[C:2]1[CH:7]=[CH:6][CH:5]=[CH:4][CH:3]=1.N=C=N.[NH:21]1[CH2:25][CH2:24][CH2:23][C@H:22]1[CH2:26][N:27]1[CH2:31][CH2:30][CH2:29][CH2:28]1. Product: [CH2:1]([O:8][C:9]1[CH:10]=[CH:11][C:12]([C:13]([N:21]2[CH2:25][CH2:24][CH2:23][C@H:22]2[CH2:26][N:27]2[CH2:31][CH2:30][CH2:29][CH2:28]2)=[O:15])=[CH:16][CH:17]=1)[C:2]1[CH:3]=[CH:4][CH:5]=[CH:6][CH:7]=1. The catalyst class is: 85. (3) Reactant: [O:1]1[CH2:6][CH2:5][CH2:4][CH2:3][CH:2]1[O:7][CH2:8][CH2:9][O:10][C:11]1[C:16]([NH2:17])=[CH:15][CH:14]=[CH:13][N:12]=1.C[Al](C)C.C([O:24][C:25]([C:27]1[C:36]2[C:35]3[N:37]=[CH:38][CH:39]=[CH:40][C:34]=3[CH2:33][CH2:32][CH2:31][C:30]=2[NH:29][CH:28]=1)=O)C.O. Product: [O:1]1[CH2:6][CH2:5][CH2:4][CH2:3][CH:2]1[O:7][CH2:8][CH2:9][O:10][C:11]1[C:16]([NH:17][C:25]([C:27]2[C:36]3[C:35]4[N:37]=[CH:38][CH:39]=[CH:40][C:34]=4[CH2:33][CH2:32][CH2:31][C:30]=3[NH:29][CH:28]=2)=[O:24])=[CH:15][CH:14]=[CH:13][N:12]=1. The catalyst class is: 2. (4) Reactant: [C:1]([CH2:4][N:5]1[C:11](=[O:12])[CH:10]([CH2:13][C:14]([O:16]C)=[O:15])[CH2:9][C:8]2[CH:18]=[CH:19][C:20]([O:22][CH2:23][CH2:24][CH2:25][NH:26][C:27]3[CH:32]=[CH:31][CH:30]=[CH:29][N:28]=3)=[CH:21][C:7]=2[CH2:6]1)([OH:3])=[O:2].N1C=CC=CC=1NCCCOC1C=CC2CC(CC(OCC)=O)C(=O)NCC=2C=1. Product: [C:1]([CH2:4][N:5]1[C:11](=[O:12])[CH:10]([CH2:13][C:14]([OH:16])=[O:15])[CH2:9][C:8]2[CH:18]=[CH:19][C:20]([O:22][CH2:23][CH2:24][CH2:25][NH:26][C:27]3[CH:32]=[CH:31][CH:30]=[CH:29][N:28]=3)=[CH:21][C:7]=2[CH2:6]1)([OH:3])=[O:2]. The catalyst class is: 6. (5) Reactant: [OH:1][C@H:2]1[C@H:7]2[C@@H:8](I)[C@H:4]([C@@H:5]([C:18]([O:20][CH2:21][CH3:22])=[O:19])[N:6]2[C@@H:10]([C:12]2[CH:17]=[CH:16][CH:15]=[CH:14][CH:13]=2)[CH3:11])[CH2:3]1.C([SnH](CCCC)CCCC)CCC.N(C(C)(C)C#N)=NC(C)(C)C#N. Product: [OH:1][C@H:2]1[C@H:7]2[CH2:8][C@H:4]([C@@H:5]([C:18]([O:20][CH2:21][CH3:22])=[O:19])[N:6]2[C@@H:10]([C:12]2[CH:17]=[CH:16][CH:15]=[CH:14][CH:13]=2)[CH3:11])[CH2:3]1. The catalyst class is: 11. (6) Reactant: [CH2:1]([C@@H:8]1[CH2:29][O:28][C:11]2=[C:12]3[C:17](=[CH:18][CH:19]=[C:10]2[NH:9]1)[N:16]=[C:15]([O:20][CH:21]([CH3:23])[CH3:22])[CH:14]=[C:13]3[C:24]([F:27])([F:26])[F:25])[C:2]1[CH:7]=[CH:6][CH:5]=[CH:4][CH:3]=1.[BH4-].[Na+]. Product: [CH2:1]([C@@H:8]1[CH2:29][O:28][C:11]2=[C:12]3[C:17](=[CH:18][CH:19]=[C:10]2[N:9]1[CH2:13][C:24]([F:27])([F:26])[F:25])[N:16]=[C:15]([O:20][CH:21]([CH3:23])[CH3:22])[CH:14]=[C:13]3[C:24]([F:25])([F:26])[F:27])[C:2]1[CH:3]=[CH:4][CH:5]=[CH:6][CH:7]=1. The catalyst class is: 67.